This data is from Reaction yield outcomes from USPTO patents with 853,638 reactions. The task is: Predict the reaction yield, written as a fraction of the theoretical maximum amount of product (1.0 means a 100% yield; for example, 0.34 means a 34% yield). (1) The product is [CH3:11][C:8]1([CH3:12])[O:7][C@@:6]([CH3:13])([CH:4]=[O:5])[CH2:10][O:9]1. The reactants are CON(C)[C:4]([C@@:6]1([CH3:13])[CH2:10][O:9][C:8]([CH3:12])([CH3:11])[O:7]1)=[O:5].[H-].[H-].[H-].[H-].[Li+].[Al+3].[NH4+].[Cl-]. The yield is 0.616. The catalyst is C1COCC1. (2) The reactants are [CH2:1]([NH2:3])[CH3:2].O1CCCC1.[Cl:9][C:10]1[N:11]=[C:12]([C:17]([NH:19][CH:20]2[CH2:25][CH2:24][N:23]([C:26]([O:28][C:29]([CH3:32])([CH3:31])[CH3:30])=[O:27])[CH2:22][C:21]2=O)=[O:18])[NH:13][C:14]=1[CH2:15][CH3:16].C([BH3-])#N.[Na+].C(O)(=O)C. The product is [Cl:9][C:10]1[N:11]=[C:12]([C:17]([NH:19][C@@H:20]2[CH2:25][CH2:24][N:23]([C:26]([O:28][C:29]([CH3:32])([CH3:31])[CH3:30])=[O:27])[CH2:22][C@H:21]2[NH:3][CH2:1][CH3:2])=[O:18])[NH:13][C:14]=1[CH2:15][CH3:16]. The yield is 0.460. No catalyst specified. (3) The yield is 0.253. The reactants are [Cl:1][C:2]1[CH:7]=[CH:6][C:5]([C@@H:8]([NH:12][C:13]([C:15]2([NH:30]C(=O)OC(C)(C)C)[CH2:20][CH2:19][N:18]([C:21]3[C:22]4[CH:29]=[CH:28][NH:27][C:23]=4[N:24]=[CH:25][N:26]=3)[CH2:17][CH2:16]2)=[O:14])[CH2:9][CH2:10][OH:11])=[CH:4][CH:3]=1.Cl. The product is [NH2:30][C:15]1([C:13]([NH:12][C@H:8]([C:5]2[CH:4]=[CH:3][C:2]([Cl:1])=[CH:7][CH:6]=2)[CH2:9][CH2:10][OH:11])=[O:14])[CH2:16][CH2:17][N:18]([C:21]2[C:22]3[CH:29]=[CH:28][NH:27][C:23]=3[N:24]=[CH:25][N:26]=2)[CH2:19][CH2:20]1. The catalyst is O1CCOCC1.